Dataset: Catalyst prediction with 721,799 reactions and 888 catalyst types from USPTO. Task: Predict which catalyst facilitates the given reaction. (1) Reactant: Cl[CH2:2][C:3]1[N:12]([C:13]2[CH:18]=[CH:17][CH:16]=[CH:15][C:14]=2[Cl:19])[C:11](=[O:20])[C:10]2[C:5](=[CH:6][CH:7]=[CH:8][C:9]=2[CH3:21])[N:4]=1.[N:22]1[C:30]([NH2:31])=[C:29]2[C:25]([N:26]=[CH:27][NH:28]2)=[N:24][CH:23]=1.C([O-])([O-])=O.[K+].[K+]. Product: [NH2:31][C:30]1[N:22]=[CH:23][N:24]=[C:25]2[C:29]=1[N:28]=[CH:27][N:26]2[CH2:2][C:3]1[N:12]([C:13]2[CH:18]=[CH:17][CH:16]=[CH:15][C:14]=2[Cl:19])[C:11](=[O:20])[C:10]2[C:5](=[CH:6][CH:7]=[CH:8][C:9]=2[CH3:21])[N:4]=1. The catalyst class is: 3. (2) Reactant: [F:1][C:2]1[CH:7]=[CH:6][CH:5]=[C:4]([N+:8]([O-:10])=[O:9])[C:3]=1[CH3:11].C[O:13]C(OC)N(C)C. Product: [F:1][C:2]1[CH:7]=[CH:6][CH:5]=[C:4]([N+:8]([O-:10])=[O:9])[C:3]=1[CH:11]=[O:13]. The catalyst class is: 136. (3) Reactant: [CH3:1][N:2]1[CH2:7][CH2:6][CH:5]([O:8][C:9]2[CH:16]=[CH:15][CH:14]=[CH:13][C:10]=2[C:11]#N)[CH2:4][CH2:3]1.C(O)=[O:18]. Product: [CH3:1][N:2]1[CH2:7][CH2:6][CH:5]([O:8][C:9]2[CH:16]=[CH:15][CH:14]=[CH:13][C:10]=2[CH:11]=[O:18])[CH2:4][CH2:3]1. The catalyst class is: 181. (4) The catalyst class is: 3. Product: [Cl:12][C:6]1[CH:5]=[C:4]([NH:3][C:33](=[O:36])[CH2:34][CH2:35][C@@H:31]([OH:32])[C:29]([NH:28][C:23]2[CH:24]=[C:25]3[C:20](=[CH:21][CH:22]=2)[N:19]([CH2:37][CH3:38])[C:18](=[O:39])[N:17]([CH2:16][CH:13]2[CH2:14][CH2:15]2)[C:26]3=[O:27])=[O:30])[CH:11]=[CH:10][C:7]=1[C:8]#[N:9]. Reactant: [H-].[Na+].[NH2:3][C:4]1[CH:11]=[CH:10][C:7]([C:8]#[N:9])=[C:6]([Cl:12])[CH:5]=1.[CH:13]1([CH2:16][N:17]2[C:26](=[O:27])[C:25]3[C:20](=[CH:21][CH:22]=[C:23]([NH:28][C:29]([C@H:31]4[CH2:35][CH2:34][C:33](=[O:36])[O:32]4)=[O:30])[CH:24]=3)[N:19]([CH2:37][CH3:38])[C:18]2=[O:39])[CH2:15][CH2:14]1.Cl. (5) Reactant: CS(C)=O.[CH:5]1([NH:11][C:12]2[CH:21]=[C:20]3[C:15]([C:16](=[O:33])[N:17]([CH2:28][CH2:29][CH2:30][CH2:31][OH:32])[C:18](=[O:27])[N:19]3[CH:22]3[CH2:26][CH2:25][CH2:24][CH2:23]3)=[CH:14][C:13]=2[F:34])[CH2:10][CH2:9][CH2:8][CH2:7][CH2:6]1.C(N(CC)CC)C. Product: [CH:5]1([NH:11][C:12]2[CH:21]=[C:20]3[C:15]([C:16](=[O:33])[N:17]([CH2:28][CH2:29][CH2:30][CH:31]=[O:32])[C:18](=[O:27])[N:19]3[CH:22]3[CH2:26][CH2:25][CH2:24][CH2:23]3)=[CH:14][C:13]=2[F:34])[CH2:6][CH2:7][CH2:8][CH2:9][CH2:10]1. The catalyst class is: 6. (6) Reactant: [CH3:1][C:2]1[CH:7]=[CH:6][C:5]([C:8]2[O:9][C:10]([CH3:13])=[N:11][N:12]=2)=[CH:4][C:3]=1[C:14]1[CH:19]=[CH:18][C:17]([C:20](O)=[O:21])=[CH:16][CH:15]=1.C1C=CC2N(O)N=NC=2C=1.Cl.CN(C)CCCN=C=NCC.[CH3:45][N:46]([CH3:55])[C:47]1[CH:54]=[CH:53][C:50]([CH2:51][NH2:52])=[CH:49][CH:48]=1. Product: [CH3:45][N:46]([CH3:55])[C:47]1[CH:54]=[CH:53][C:50]([CH2:51][NH:52][C:20]([C:17]2[CH:16]=[CH:15][C:14]([C:3]3[CH:4]=[C:5]([C:8]4[O:9][C:10]([CH3:13])=[N:11][N:12]=4)[CH:6]=[CH:7][C:2]=3[CH3:1])=[CH:19][CH:18]=2)=[O:21])=[CH:49][CH:48]=1. The catalyst class is: 3.